This data is from Reaction yield outcomes from USPTO patents with 853,638 reactions. The task is: Predict the reaction yield, written as a fraction of the theoretical maximum amount of product (1.0 means a 100% yield; for example, 0.34 means a 34% yield). (1) The reactants are [F:1][CH:2]([F:13])[C:3]1[N:8]=[C:7]([CH2:9][CH2:10][CH3:11])[NH:6][C:5](=[O:12])[CH:4]=1.Br[CH2:15][C:16]1[CH:21]=[CH:20][C:19]([C:22]2[C:23]([C:28]#[N:29])=[CH:24][CH:25]=[CH:26][CH:27]=2)=[CH:18][CH:17]=1.C(=O)([O-])[O-].[K+].[K+]. The catalyst is C(#N)C.C(OCC)(=O)C. The product is [F:13][CH:2]([F:1])[C:3]1[N:8]=[C:7]([CH2:9][CH2:10][CH3:11])[N:6]([CH2:15][C:16]2[CH:17]=[CH:18][C:19]([C:22]3[C:23]([C:28]#[N:29])=[CH:24][CH:25]=[CH:26][CH:27]=3)=[CH:20][CH:21]=2)[C:5](=[O:12])[CH:4]=1. The yield is 0.380. (2) The reactants are Br[C:2]1[CH:7]=[C:6]([F:8])[CH:5]=[CH:4][C:3]=1[C:9]1([CH2:22][O:23][CH2:24][C:25]2[CH:26]=[C:27]([C:35]3[CH:40]=[CH:39][C:38]([C:41]#[N:42])=[CH:37][CH:36]=3)[CH:28]=[C:29]([C:31]([F:34])([F:33])[F:32])[CH:30]=2)[CH2:14][CH2:13][N:12]([C:15]([O:17][C:18]([CH3:21])([CH3:20])[CH3:19])=[O:16])[CH2:11][CH2:10]1.[C:43]1(B(O)O)[CH:48]=[CH:47][CH:46]=[CH:45][CH:44]=1.C(=O)([O-])[O-].[K+].[K+]. The catalyst is C1C=CC([P]([Pd]([P](C2C=CC=CC=2)(C2C=CC=CC=2)C2C=CC=CC=2)([P](C2C=CC=CC=2)(C2C=CC=CC=2)C2C=CC=CC=2)[P](C2C=CC=CC=2)(C2C=CC=CC=2)C2C=CC=CC=2)(C2C=CC=CC=2)C2C=CC=CC=2)=CC=1. The product is [C:41]([C:38]1[CH:37]=[CH:36][C:35]([C:27]2[CH:28]=[C:29]([C:31]([F:32])([F:33])[F:34])[CH:30]=[C:25]([CH2:24][O:23][CH2:22][C:9]3([C:3]4[CH:4]=[CH:5][C:6]([F:8])=[CH:7][C:2]=4[C:43]4[CH:48]=[CH:47][CH:46]=[CH:45][CH:44]=4)[CH2:10][CH2:11][N:12]([C:15]([O:17][C:18]([CH3:21])([CH3:20])[CH3:19])=[O:16])[CH2:13][CH2:14]3)[CH:26]=2)=[CH:40][CH:39]=1)#[N:42]. The yield is 0.390. (3) The reactants are [C:1]([O:5][C:6](=[O:21])[NH:7][C:8]1[CH:13]=[CH:12][C:11]([C:14]([CH3:17])([CH3:16])[CH3:15])=[C:10]([N+:18]([O-])=O)[CH:9]=1)([CH3:4])([CH3:3])[CH3:2]. The catalyst is CO.[Pd]. The product is [C:1]([O:5][C:6](=[O:21])[NH:7][C:8]1[CH:13]=[CH:12][C:11]([C:14]([CH3:17])([CH3:16])[CH3:15])=[C:10]([NH2:18])[CH:9]=1)([CH3:4])([CH3:2])[CH3:3]. The yield is 0.930. (4) The reactants are [N:1]1[C:6]2[NH:7][CH:8]=[CH:9][C:5]=2[C:4]([C:10]2[CH:11]=[N:12][N:13]([C:15]3([CH2:38][C:39]#[N:40])[CH2:18][N:17]([CH:19]4[CH2:24][CH2:23][N:22]([C:25](=[O:37])[C:26]5[CH:31]=[CH:30][N:29]=[C:28]([C:32]([F:35])([F:34])[F:33])[C:27]=5[F:36])[CH2:21][CH2:20]4)[CH2:16]3)[CH:14]=2)=[N:3][CH:2]=1.[C:41]([OH:50])(=[O:49])[CH2:42][CH2:43][CH2:44][CH2:45][C:46]([OH:48])=[O:47].CCCCCCC. The catalyst is CC(C)=O. The product is [C:41]([OH:50])(=[O:49])[CH2:42][CH2:43][CH2:44][CH2:45][C:46]([OH:48])=[O:47].[N:1]1[C:6]2[NH:7][CH:8]=[CH:9][C:5]=2[C:4]([C:10]2[CH:11]=[N:12][N:13]([C:15]3([CH2:38][C:39]#[N:40])[CH2:18][N:17]([CH:19]4[CH2:20][CH2:21][N:22]([C:25](=[O:37])[C:26]5[CH:31]=[CH:30][N:29]=[C:28]([C:32]([F:35])([F:33])[F:34])[C:27]=5[F:36])[CH2:23][CH2:24]4)[CH2:16]3)[CH:14]=2)=[N:3][CH:2]=1. The yield is 0.856.